This data is from Peptide-MHC class II binding affinity with 134,281 pairs from IEDB. The task is: Regression. Given a peptide amino acid sequence and an MHC pseudo amino acid sequence, predict their binding affinity value. This is MHC class II binding data. The peptide sequence is KTLEAAFTVSSKRNL. The MHC is DRB5_0101 with pseudo-sequence DRB5_0101. The binding affinity (normalized) is 0.474.